Dataset: Full USPTO retrosynthesis dataset with 1.9M reactions from patents (1976-2016). Task: Predict the reactants needed to synthesize the given product. (1) Given the product [F:29][C:30]1[CH:37]=[CH:36][C:33]([CH2:34][N:6]2[C:2]([CH3:1])([C:21]3[CH:26]=[CH:25][CH:24]=[CH:23][CH:22]=3)[C:3](=[O:20])[N:4]([C:8]([C:10]3[C:19]4[C:14](=[CH:15][CH:16]=[CH:17][CH:18]=4)[CH:13]=[CH:12][CH:11]=3)=[O:9])[C:5]2=[O:7])=[CH:32][CH:31]=1, predict the reactants needed to synthesize it. The reactants are: [CH3:1][C:2]1([C:21]2[CH:26]=[CH:25][CH:24]=[CH:23][CH:22]=2)[NH:6][C:5](=[O:7])[N:4]([C:8]([C:10]2[C:19]3[C:14](=[CH:15][CH:16]=[CH:17][CH:18]=3)[CH:13]=[CH:12][CH:11]=2)=[O:9])[C:3]1=[O:20].[H-].[Na+].[F:29][C:30]1[CH:37]=[CH:36][C:33]([CH2:34]Br)=[CH:32][CH:31]=1.C(OCC)(=O)C. (2) The reactants are: P([O-])([O-])([O-])=O.[K+].[K+].[K+].[CH:9]([C:12]1[CH:17]=[CH:16][C:15](B(O)O)=[CH:14][CH:13]=1)([CH3:11])[CH3:10].Br[C:22]1[CH:23]=[CH:24][CH:25]=[C:26]2[C:30]=1[CH2:29][CH:28]=[CH:27]2. Given the product [CH:9]([C:12]1[CH:17]=[CH:16][C:15]([C:25]2[CH:24]=[CH:23][CH:22]=[C:30]3[C:26]=2[CH:27]=[CH:28][CH2:29]3)=[CH:14][CH:13]=1)([CH3:11])[CH3:10], predict the reactants needed to synthesize it. (3) Given the product [OH:6][C:7]1[CH:12]=[CH:11][C:10]([OH:13])=[CH:9][C:8]=1[C:15](=[O:25])[CH2:16][C:17]1[CH:22]=[CH:21][CH:20]=[C:19]([OH:23])[CH:18]=1, predict the reactants needed to synthesize it. The reactants are: B(Br)(Br)Br.C[O:6][C:7]1[CH:12]=[CH:11][C:10]([O:13]C)=[CH:9][C:8]=1[C:15](=[O:25])[CH2:16][C:17]1[CH:22]=[CH:21][CH:20]=[C:19]([O:23]C)[CH:18]=1.CO.O. (4) Given the product [CH3:1][O:2][CH2:3][CH:4]([CH2:37][O:38][CH3:39])[O:5][C:6]1[CH:7]=[C:8]([O:26][C:27]2[CH:28]=[N:29][C:30]([S:33]([CH3:36])(=[O:34])=[O:35])=[CH:31][CH:32]=2)[CH:9]=[C:10]2[C:14]=1[NH:13][C:12]([C:15]1[S:16][CH:17]([CH2:20][CH2:21][OH:22])[CH2:18][N:19]=1)=[CH:11]2, predict the reactants needed to synthesize it. The reactants are: [CH3:1][O:2][CH2:3][CH:4]([CH2:37][O:38][CH3:39])[O:5][C:6]1[CH:7]=[C:8]([O:26][C:27]2[CH:28]=[N:29][C:30]([S:33]([CH3:36])(=[O:35])=[O:34])=[CH:31][CH:32]=2)[CH:9]=[C:10]2[C:14]=1[NH:13][C:12]([C:15]1[S:16][CH:17]([CH2:20][C:21](OCC)=[O:22])[CH2:18][N:19]=1)=[CH:11]2.[BH4-].[Li+].O.